This data is from Full USPTO retrosynthesis dataset with 1.9M reactions from patents (1976-2016). The task is: Predict the reactants needed to synthesize the given product. (1) Given the product [F:23][C:20]([F:21])([F:22])[CH:9]([OH:8])[CH2:10][C:11]([CH3:12])([C:14]1[CH:19]=[CH:18][CH:17]=[CH:16][N:15]=1)[CH3:13], predict the reactants needed to synthesize it. The reactants are: [Si]([O:8][CH:9]([C:20]([F:23])([F:22])[F:21])[CH2:10][C:11]([C:14]1[CH:19]=[CH:18][CH:17]=[CH:16][N:15]=1)([CH3:13])[CH3:12])(C(C)(C)C)(C)C.[F-].C([N+](CCCC)(CCCC)CCCC)CCC. (2) The reactants are: [O:1]=[C:2]1[CH:7]=[CH:6][N:5]([C:8]2[CH:13]=[CH:12][CH:11]=[C:10]([C:14]([F:17])([F:16])[F:15])[CH:9]=2)[N:4]=[C:3]1[C:18]([NH:20][NH2:21])=O.CO[C:24](OC)(N(C)C)[CH3:25].C(O)(=O)C.[NH2:35][C:36]1[CH:41]=[CH:40][CH:39]=[CH:38][CH:37]=1. Given the product [CH3:24][C:25]1[N:35]([C:36]2[CH:41]=[CH:40][CH:39]=[CH:38][CH:37]=2)[C:18]([C:3]2[C:2](=[O:1])[CH:7]=[CH:6][N:5]([C:8]3[CH:13]=[CH:12][CH:11]=[C:10]([C:14]([F:17])([F:16])[F:15])[CH:9]=3)[N:4]=2)=[N:20][N:21]=1, predict the reactants needed to synthesize it. (3) Given the product [CH3:23][O:22][C:18](=[O:21])/[CH:19]=[CH:20]/[O:17][C:14]1[CH:13]=[CH:12][C:11]([C:1]23[CH2:8][CH:7]4[CH2:9][CH:3]([CH2:4][CH:5]([CH2:6]4)[CH2:10]2)[CH2:2]3)=[CH:16][CH:15]=1, predict the reactants needed to synthesize it. The reactants are: [C:1]12([C:11]3[CH:16]=[CH:15][C:14]([OH:17])=[CH:13][CH:12]=3)[CH2:10][CH:5]3[CH2:6][CH:7]([CH2:9][CH:3]([CH2:4]3)[CH2:2]1)[CH2:8]2.[C:18]([O:22][CH3:23])(=[O:21])[C:19]#[CH:20].C1C=CC(P(C2C=CC=CC=2)C2C=CC=CC=2)=CC=1. (4) Given the product [CH3:22][O-:23].[CH3:22][O-:23].[Cl-:1].[C:4]([C:8]1[N-:12][C:11]([C:13]([CH3:16])([CH3:15])[CH3:14])=[C:10]([C:17]([CH3:20])([CH3:19])[CH3:18])[N:9]=1)([CH3:7])([CH3:6])[CH3:5].[Ti+4:21], predict the reactants needed to synthesize it. The reactants are: [Cl-:1].[Cl-].[Cl-].[C:4]([C:8]1[N:9]([Ti+3:21])[C:10]([C:17]([CH3:20])([CH3:19])[CH3:18])=[C:11]([C:13]([CH3:16])([CH3:15])[CH3:14])[N:12]=1)([CH3:7])([CH3:6])[CH3:5].[CH3:22][O-:23].[Li+].[Cl-].[Li+]. (5) Given the product [Br:23][C:3]1[CH:4]=[CH:5][S:1][C:2]=1[C:6]1[S:7][CH:8]=[CH:9][C:10]=1[C:11]1[S:12][CH:13]=[CH:14][CH:15]=1, predict the reactants needed to synthesize it. The reactants are: [S:1]1[CH:5]=[CH:4][CH:3]=[C:2]1[C:6]1[S:7][CH:8]=[CH:9][C:10]=1[C:11]1[S:12][CH:13]=[CH:14][CH:15]=1.C1C(=O)N([Br:23])C(=O)C1.CC(N=NC(C#N)(C)C)(C#N)C. (6) Given the product [ClH:1].[C:14]([C:18]1[N:23]=[C:22]([N:24]2[CH2:25][CH2:26][N:27]([CH2:2][CH2:3][CH2:4][CH2:5][N:6]3[C:11](=[O:12])[NH:10][C:9](=[O:13])[CH:8]=[N:7]3)[CH2:28][CH2:29]2)[CH:21]=[C:20]([C:30]([F:31])([F:32])[F:33])[N:19]=1)([CH3:17])([CH3:15])[CH3:16], predict the reactants needed to synthesize it. The reactants are: [Cl:1][CH2:2][CH2:3][CH2:4][CH2:5][N:6]1[C:11](=[O:12])[NH:10][C:9](=[O:13])[CH:8]=[N:7]1.[C:14]([C:18]1[N:23]=[C:22]([N:24]2[CH2:29][CH2:28][NH:27][CH2:26][CH2:25]2)[CH:21]=[C:20]([C:30]([F:33])([F:32])[F:31])[N:19]=1)([CH3:17])([CH3:16])[CH3:15].[Br-].[Na+].C(N(CC)C(C)C)(C)C. (7) The reactants are: [OH:1][C@@H:2]1[C@@H:10]([C@@:11]2([CH3:21])[CH2:16][CH2:15][C@H:14]([OH:17])[CH2:13][C@@H:12]2[CH2:18][CH2:19][OH:20])[CH2:9][CH2:8][C@@:7]2([CH3:22])[C@H:3]1[CH2:4][CH2:5][C:6]2=[O:23].N1C=CN=C1.[CH3:29][C:30]([Si:33](Cl)([CH3:35])[CH3:34])([CH3:32])[CH3:31].O. Given the product [Si:33]([O:20][CH2:19][CH2:18][C@H:12]1[CH2:13][C@@H:14]([OH:17])[CH2:15][CH2:16][C@@:11]1([C@H:10]1[CH2:9][CH2:8][C@@:7]2([CH3:22])[C@@H:3]([CH2:4][CH2:5][C:6]2=[O:23])[C@@H:2]1[OH:1])[CH3:21])([C:30]([CH3:32])([CH3:31])[CH3:29])([CH3:35])[CH3:34], predict the reactants needed to synthesize it. (8) Given the product [N:1]1[N:2]([C:6]2[C:7]([C:12]([N:14]3[CH2:18][CH:17]4[CH:16]([CH2:21][NH:20][CH2:19]4)[CH2:15]3)=[O:13])=[N:8][CH:9]=[CH:10][CH:11]=2)[N:3]=[CH:4][CH:5]=1, predict the reactants needed to synthesize it. The reactants are: [N:1]1[N:2]([C:6]2[C:7]([C:12]([N:14]3[CH2:18][CH:17]4[CH2:19][N:20](C(OC(C)(C)C)=O)[CH2:21][CH:16]4[CH2:15]3)=[O:13])=[N:8][CH:9]=[CH:10][CH:11]=2)[N:3]=[CH:4][CH:5]=1.C(O)(C(F)(F)F)=O. (9) The reactants are: [CH:1]([C:3]1[N:7]([CH3:8])[C:6]2[C:9]([N:13]3[CH2:18][CH2:17][N:16]([C:19]([O:21][C:22]([CH3:25])([CH3:24])[CH3:23])=[O:20])[CH2:15][CH2:14]3)=[CH:10][CH:11]=[CH:12][C:5]=2[N:4]=1)=O.[CH2:26]([NH:29][C@@H:30]1[C:39]2[N:38]=[CH:37][CH:36]=[CH:35][C:34]=2[CH2:33][CH2:32][CH2:31]1)[CH2:27][CH3:28].C(O)(=O)C.C(O[BH-](OC(=O)C)OC(=O)C)(=O)C.[Na+]. Given the product [CH2:26]([N:29]([CH2:1][C:3]1[N:7]([CH3:8])[C:6]2[C:9]([N:13]3[CH2:14][CH2:15][N:16]([C:19]([O:21][C:22]([CH3:23])([CH3:25])[CH3:24])=[O:20])[CH2:17][CH2:18]3)=[CH:10][CH:11]=[CH:12][C:5]=2[N:4]=1)[C@@H:30]1[C:39]2[N:38]=[CH:37][CH:36]=[CH:35][C:34]=2[CH2:33][CH2:32][CH2:31]1)[CH2:27][CH3:28], predict the reactants needed to synthesize it.